Dataset: Forward reaction prediction with 1.9M reactions from USPTO patents (1976-2016). Task: Predict the product of the given reaction. Given the reactants [Br:1][C:2]1[CH:3]=[C:4]2[CH:10]=[CH:9][NH:8][C:5]2=[N:6][CH:7]=1.[Cl:11][C:12]1[C:19]([F:20])=[CH:18][CH:17]=[C:16]([Cl:21])[C:13]=1[CH:14]=[O:15].[OH-].[K+].Cl, predict the reaction product. The product is: [Br:1][C:2]1[CH:3]=[C:4]2[C:10]([CH:14]([C:13]3[C:16]([Cl:21])=[CH:17][CH:18]=[C:19]([F:20])[C:12]=3[Cl:11])[OH:15])=[CH:9][NH:8][C:5]2=[N:6][CH:7]=1.